From a dataset of Peptide-MHC class I binding affinity with 185,985 pairs from IEDB/IMGT. Regression. Given a peptide amino acid sequence and an MHC pseudo amino acid sequence, predict their binding affinity value. This is MHC class I binding data. (1) The peptide sequence is LFSIFYKDY. The MHC is HLA-A11:01 with pseudo-sequence HLA-A11:01. The binding affinity (normalized) is 0.222. (2) The peptide sequence is YTVEFDRDKV. The MHC is HLA-A02:06 with pseudo-sequence HLA-A02:06. The binding affinity (normalized) is 0.714. (3) The peptide sequence is EQANSVETIVL. The MHC is Mamu-A07 with pseudo-sequence Mamu-A07. The binding affinity (normalized) is 0. (4) The peptide sequence is WVMDTLNGI. The MHC is HLA-A02:06 with pseudo-sequence HLA-A02:06. The binding affinity (normalized) is 1.00. (5) The peptide sequence is NSSYWRQGY. The MHC is HLA-B08:01 with pseudo-sequence HLA-B08:01. The binding affinity (normalized) is 0.0847. (6) The peptide sequence is ARIDARIDF. The MHC is HLA-A26:02 with pseudo-sequence HLA-A26:02. The binding affinity (normalized) is 0.0847. (7) The peptide sequence is YEQYIKWPWY. The MHC is HLA-B44:03 with pseudo-sequence HLA-B44:03. The binding affinity (normalized) is 0.558. (8) The peptide sequence is AVLYYHMMK. The MHC is HLA-A11:01 with pseudo-sequence HLA-A11:01. The binding affinity (normalized) is 0.477.